This data is from Full USPTO retrosynthesis dataset with 1.9M reactions from patents (1976-2016). The task is: Predict the reactants needed to synthesize the given product. (1) Given the product [CH:1]1([C@H:6]2[CH2:10][O:9][C:8](=[O:11])[N:7]2[C:12]2[CH:17]=[CH:16][N:15]3[N:18]=[CH:19][C:20]([C:21]4[CH:26]=[CH:25][C:24]([C:27]5[N:31]=[CH:30][NH:29][N:28]=5)=[C:23]([F:40])[CH:22]=4)=[C:14]3[N:13]=2)[CH2:2][CH2:3][CH2:4][CH2:5]1, predict the reactants needed to synthesize it. The reactants are: [CH:1]1([C@H:6]2[CH2:10][O:9][C:8](=[O:11])[N:7]2[C:12]2[CH:17]=[CH:16][N:15]3[N:18]=[CH:19][C:20]([C:21]4[CH:26]=[CH:25][C:24]([C:27]5[N:31]=[CH:30][N:29](COCC[Si](C)(C)C)[N:28]=5)=[C:23]([F:40])[CH:22]=4)=[C:14]3[N:13]=2)[CH2:5][CH2:4][CH2:3][CH2:2]1.C1([C@H]2COC(=O)N2C2C=CN3N=CC(C4C=CC(C5N(COCC[Si](C)(C)C)N=CN=5)=C(F)C=4)=C3N=2)CCCC1. (2) Given the product [Cl:20][CH2:14][C:11]1[CH:10]=[C:9]([C:6]2[CH:7]=[CH:8][C:3]([C:2]([F:17])([F:16])[F:1])=[CH:4][CH:5]=2)[NH:13][N:12]=1, predict the reactants needed to synthesize it. The reactants are: [F:1][C:2]([F:17])([F:16])[C:3]1[CH:8]=[CH:7][C:6]([C:9]2[NH:13][N:12]=[C:11]([CH2:14]O)[CH:10]=2)=[CH:5][CH:4]=1.S(Cl)([Cl:20])=O.